From a dataset of Forward reaction prediction with 1.9M reactions from USPTO patents (1976-2016). Predict the product of the given reaction. (1) Given the reactants [OH:1][CH2:2][CH:3]1[CH2:7][CH2:6][CH2:5][N:4]1[CH2:8][C:9]1[CH:14]=[CH:13][C:12]([NH:15][CH:16]=[C:17]2[C:26]3[C:21](=[CH:22][CH:23]=[C:24](I)[CH:25]=3)[C:20](=[O:28])[NH:19][C:18]2=[O:29])=[CH:11][CH:10]=1.[S:30]1[CH:34]=[CH:33][C:32](B(O)O)=[CH:31]1.C([O-])([O-])=O.[Na+].[Na+].C(Cl)(Cl)Cl.P(C(C)(C)C)(C(C)(C)C)C(C)(C)C.[H+].[B-](F)(F)(F)F, predict the reaction product. The product is: [OH:1][CH2:2][CH:3]1[CH2:7][CH2:6][CH2:5][N:4]1[CH2:8][C:9]1[CH:14]=[CH:13][C:12]([NH:15][CH:16]=[C:17]2[C:26]3[C:21](=[CH:22][CH:23]=[C:24]([C:32]4[CH:33]=[CH:34][S:30][CH:31]=4)[CH:25]=3)[C:20](=[O:28])[NH:19][C:18]2=[O:29])=[CH:11][CH:10]=1. (2) Given the reactants CN(C)C=O.[Br:6][C:7]1[CH:8]=[CH:9][C:10]([O:14][CH3:15])=[C:11]([OH:13])[CH:12]=1.Br[CH2:17][CH2:18][Cl:19].C(=O)([O-])[O-].[K+].[K+], predict the reaction product. The product is: [Br:6][C:7]1[CH:8]=[CH:9][C:10]([O:14][CH3:15])=[C:11]([O:13][CH2:17][CH2:18][Cl:19])[CH:12]=1. (3) Given the reactants [C:1]([CH:6]1[CH2:12][CH2:11][CH2:10][C:9]2[CH:13]=[C:14]([N:17]3[CH2:21][C@H:20]([CH2:22][NH:23][C:24](=[O:28])[CH2:25][CH2:26][CH3:27])[O:19][C:18]3=[O:29])[CH:15]=[CH:16][C:8]=2[C:7]1=O)(=O)[CH2:2][CH2:3][CH3:4].O.[NH2:32][NH2:33], predict the reaction product. The product is: [O:29]=[C:18]1[N:17]([C:14]2[CH:15]=[CH:16][C:8]3[C:7]4[NH:32][N:33]=[C:1]([CH2:2][CH2:3][CH3:4])[C:6]=4[CH2:12][CH2:11][CH2:10][C:9]=3[CH:13]=2)[CH2:21][C@H:20]([CH2:22][NH:23][C:24](=[O:28])[CH2:25][CH2:26][CH3:27])[O:19]1. (4) The product is: [Br:1][C:2]1[CH:7]=[CH:6][C:5]([C:8]2[C:12]3[CH:13]=[CH:14][C:15]([O:17][CH2:18][CH2:19][CH2:20][NH:24][CH2:22][CH3:23])=[CH:16][C:11]=3[S:10][N:9]=2)=[CH:4][CH:3]=1. Given the reactants [Br:1][C:2]1[CH:7]=[CH:6][C:5]([C:8]2[C:12]3[CH:13]=[CH:14][C:15]([O:17][CH2:18][CH2:19][CH2:20]Br)=[CH:16][C:11]=3[S:10][N:9]=2)=[CH:4][CH:3]=1.[CH2:22]([NH2:24])[CH3:23], predict the reaction product.